Dataset: Forward reaction prediction with 1.9M reactions from USPTO patents (1976-2016). Task: Predict the product of the given reaction. (1) Given the reactants [CH3:1][C:2]1[S:3][C:4]2[CH:10]=[CH:9][C:8]([NH2:11])=[CH:7][C:5]=2[N:6]=1.C(N(CC)CC)C.[Br:19][CH2:20][C:21](Br)=[O:22], predict the reaction product. The product is: [Br:19][CH2:20][C:21]([NH:11][C:8]1[CH:9]=[CH:10][C:4]2[S:3][C:2]([CH3:1])=[N:6][C:5]=2[CH:7]=1)=[O:22]. (2) Given the reactants [C:1]1([S:7]([N:10]2[C:14]3=[N:15][CH:16]=[C:17]([N+:34]([O-])=O)[C:18]([NH:19][CH:20]4[CH2:25][CH2:24][N:23]([CH2:26][C:27]5[CH:32]=[CH:31][CH:30]=[CH:29][CH:28]=5)[CH2:22][CH:21]4[CH3:33])=[C:13]3[CH:12]=[CH:11]2)(=[O:9])=[O:8])[CH:6]=[CH:5][CH:4]=[CH:3][CH:2]=1.C(OCC)(OCC)[O:38][CH2:39][CH3:40], predict the reaction product. The product is: [C:1]1([S:7]([N:10]2[C:14]3=[N:15][CH:16]=[C:17]([NH:34][C:39](=[O:38])[CH3:40])[C:18]([NH:19][CH:20]4[CH2:25][CH2:24][N:23]([CH2:26][C:27]5[CH:32]=[CH:31][CH:30]=[CH:29][CH:28]=5)[CH2:22][CH:21]4[CH3:33])=[C:13]3[CH:12]=[CH:11]2)(=[O:9])=[O:8])[CH:6]=[CH:5][CH:4]=[CH:3][CH:2]=1.